This data is from Forward reaction prediction with 1.9M reactions from USPTO patents (1976-2016). The task is: Predict the product of the given reaction. Given the reactants [Cl:1][C:2]1[C:15]([F:16])=[C:14]([Cl:17])[C:13]([F:18])=[C:12]([Cl:19])[C:3]=1[C:4]([CH2:6][C:7]([O:9][CH2:10][CH3:11])=[O:8])=[O:5].[CH:20](OCC)(OCC)OCC.C(OC(=O)C)(=O)C.[CH:37]1([NH2:40])[CH2:39][CH2:38]1, predict the reaction product. The product is: [Cl:1][C:2]1[C:15]([F:16])=[C:14]([Cl:17])[C:13]([F:18])=[C:12]([Cl:19])[C:3]=1[C:4]([C:6](=[CH:20][NH:40][CH:37]1[CH2:39][CH2:38]1)[C:7]([O:9][CH2:10][CH3:11])=[O:8])=[O:5].